The task is: Regression. Given a peptide amino acid sequence and an MHC pseudo amino acid sequence, predict their binding affinity value. This is MHC class II binding data.. This data is from Peptide-MHC class II binding affinity with 134,281 pairs from IEDB. (1) The peptide sequence is QLSTGLDMVGLAADWLTSTA. The MHC is DRB1_0401 with pseudo-sequence DRB1_0401. The binding affinity (normalized) is 0. (2) The binding affinity (normalized) is 0.421. The MHC is HLA-DQA10102-DQB10501 with pseudo-sequence HLA-DQA10102-DQB10501. The peptide sequence is DGCWYPMEIRPRKTH. (3) The peptide sequence is IVVGRGEQQINHHWHK. The MHC is DRB1_0404 with pseudo-sequence DRB1_0404. The binding affinity (normalized) is 0. (4) The peptide sequence is NAAYNAADHAAPEDK. The MHC is DRB1_0401 with pseudo-sequence DRB1_0401. The binding affinity (normalized) is 0.574. (5) The peptide sequence is AAAAAYEAAFAATVP. The MHC is DRB1_1101 with pseudo-sequence DRB1_1101. The binding affinity (normalized) is 0.0727. (6) The peptide sequence is AFKVAATAANAAPSN. The MHC is HLA-DPA10103-DPB10301 with pseudo-sequence HLA-DPA10103-DPB10301. The binding affinity (normalized) is 0.795. (7) The MHC is HLA-DPA10201-DPB10101 with pseudo-sequence HLA-DPA10201-DPB10101. The binding affinity (normalized) is 0.0683. The peptide sequence is SGHVIPACKNLSPSA. (8) The peptide sequence is FPKEVWEQIFSTWLL. The MHC is HLA-DQA10501-DQB10301 with pseudo-sequence HLA-DQA10501-DQB10301. The binding affinity (normalized) is 0.224.